Dataset: Peptide-MHC class II binding affinity with 134,281 pairs from IEDB. Task: Regression. Given a peptide amino acid sequence and an MHC pseudo amino acid sequence, predict their binding affinity value. This is MHC class II binding data. (1) The peptide sequence is KRWIILGLNKIVRMY. The MHC is DRB3_0101 with pseudo-sequence DRB3_0101. The binding affinity (normalized) is 0.132. (2) The peptide sequence is AFKVASTAANAAPAN. The MHC is HLA-DPA10103-DPB10301 with pseudo-sequence HLA-DPA10103-DPB10301. The binding affinity (normalized) is 0.837. (3) The peptide sequence is MLEKTKEDLFGKKNL. The MHC is DRB3_0202 with pseudo-sequence DRB3_0202. The binding affinity (normalized) is 0.156. (4) The peptide sequence is GELQIVDKIDARFKI. The MHC is DRB1_0802 with pseudo-sequence DRB1_0802. The binding affinity (normalized) is 0.414. (5) The peptide sequence is KHIVWASRELERFAV. The binding affinity (normalized) is 0.312. The MHC is HLA-DQA10501-DQB10201 with pseudo-sequence HLA-DQA10501-DQB10201. (6) The peptide sequence is IHLVIHRIRTLIGQE. The MHC is DRB1_1101 with pseudo-sequence DRB1_1101. The binding affinity (normalized) is 0.851. (7) The peptide sequence is KSIIKARVVWKAIIE. The MHC is DRB1_0301 with pseudo-sequence DRB1_0301. The binding affinity (normalized) is 0.142. (8) The peptide sequence is GVEGIGLQYLGYVIRK. The MHC is DRB3_0301 with pseudo-sequence DRB3_0301. The binding affinity (normalized) is 0.797.